Task: Predict the reaction yield, written as a fraction of the theoretical maximum amount of product (1.0 means a 100% yield; for example, 0.34 means a 34% yield).. Dataset: Reaction yield outcomes from USPTO patents with 853,638 reactions (1) The reactants are [F:1][C:2]1[CH:3]=[C:4]2[C:9](=[CH:10][CH:11]=1)[N:8]=[C:7]([C:12]1[CH:17]=[CH:16][CH:15]=[CH:14][C:13]=1[OH:18])[N:6]([CH2:19][CH2:20][C:21]1[CH:26]=[CH:25][CH:24]=[C:23]([F:27])[CH:22]=1)[C:5]2=[O:28].[C:29](OC(=O)C)(=[O:31])[CH3:30]. No catalyst specified. The product is [F:1][C:2]1[CH:3]=[C:4]2[C:9](=[CH:10][CH:11]=1)[N:8]=[C:7]([C:12]1[CH:17]=[CH:16][CH:15]=[CH:14][C:13]=1[O:18][C:29](=[O:31])[CH3:30])[N:6]([CH2:19][CH2:20][C:21]1[CH:26]=[CH:25][CH:24]=[C:23]([F:27])[CH:22]=1)[C:5]2=[O:28]. The yield is 0.790. (2) The reactants are C[C:2]([CH3:5])([O-])C.[K+].C1(C)C=CC(S(C[N+:17]#[C-])(=O)=O)=CC=1.[C:20]([O:24][CH3:25])(=[O:23])[CH:21]=[CH2:22].O. The catalyst is O1CCCC1. The product is [NH:17]1[CH:2]=[CH:5][C:21]([C:20]([O:24][CH3:25])=[O:23])=[CH:22]1. The yield is 0.410. (3) The reactants are C1C=CC(P(C2C(C3C(P(C4C=CC=CC=4)C4C=CC=CC=4)=CC=C4C=3C=CC=C4)=C3C(C=CC=C3)=CC=2)C2C=CC=CC=2)=CC=1.Cl[C:48]1[CH:65]=[N:64][C:51]2[CH2:52][N:53]([CH3:63])[CH2:54][C@@H:55]([C:57]3[CH:62]=[CH:61][CH:60]=[CH:59][CH:58]=3)[O:56][C:50]=2[N:49]=1.[CH3:66][O:67][C:68]1[CH:69]=[C:70]([CH:72]=[CH:73][C:74]=1[N:75]1[CH:79]=[C:78]([CH3:80])[N:77]=[CH:76]1)[NH2:71]. The catalyst is C1(C)C=CC=CC=1.C1C=CC(/C=C/C(/C=C/C2C=CC=CC=2)=O)=CC=1.C1C=CC(/C=C/C(/C=C/C2C=CC=CC=2)=O)=CC=1.C1C=CC(/C=C/C(/C=C/C2C=CC=CC=2)=O)=CC=1.[Pd].[Pd]. The product is [CH3:66][O:67][C:68]1[CH:69]=[C:70]([NH:71][C:48]2[CH:65]=[N:64][C:51]3[CH2:52][N:53]([CH3:63])[CH2:54][C@@H:55]([C:57]4[CH:62]=[CH:61][CH:60]=[CH:59][CH:58]=4)[O:56][C:50]=3[N:49]=2)[CH:72]=[CH:73][C:74]=1[N:75]1[CH:79]=[C:78]([CH3:80])[N:77]=[CH:76]1. The yield is 0.540. (4) The reactants are [NH2:1][C:2]1[CH:9]=[C:8]([Cl:10])[CH:7]=[CH:6][C:3]=1[C:4]#[N:5].[N-:11]=[N+:12]=[N-:13].[Na+].Cl.C(N(CC)CC)C. The catalyst is C1(C)C=CC=CC=1. The product is [Cl:10][C:8]1[CH:7]=[CH:6][C:3]([C:4]2[NH:13][N:12]=[N:11][N:5]=2)=[C:2]([CH:9]=1)[NH2:1]. The yield is 0.850. (5) The reactants are [C:1]([C:4]1[C:5]([C:23]2[CH:28]=[CH:27][C:26]([F:29])=[C:25]([Cl:30])[CH:24]=2)=[N:6][N:7]2[C@H:12]3[CH2:13][O:14][CH2:15][C@H:11]3[N:10](C(OC(C)(C)C)=O)[CH2:9][C:8]=12)(=[O:3])[NH2:2].Cl. The catalyst is O1CCOCC1. The product is [ClH:30].[Cl:30][C:25]1[CH:24]=[C:23]([C:5]2[C:4]([C:1]([NH2:2])=[O:3])=[C:8]3[CH2:9][NH:10][C@@H:11]4[CH2:15][O:14][CH2:13][C@@H:12]4[N:7]3[N:6]=2)[CH:28]=[CH:27][C:26]=1[F:29]. The yield is 0.710. (6) The reactants are [CH2:1]([S:4](Cl)(=[O:6])=[O:5])[CH2:2][CH3:3].[NH2:8][C:9]1[C:10]([F:19])=[C:11]([C:15]([F:18])=[CH:16][CH:17]=1)[C:12]([OH:14])=[O:13].C(N([CH2:25][CH3:26])CC)C. The catalyst is C(Cl)Cl. The product is [F:19][C:10]1[C:9]([N:8]([S:4]([CH2:1][CH2:25][CH3:26])(=[O:6])=[O:5])[S:4]([CH2:1][CH2:2][CH3:3])(=[O:6])=[O:5])=[CH:17][CH:16]=[C:15]([F:18])[C:11]=1[C:12]([OH:14])=[O:13]. The yield is 0.740. (7) The reactants are [F:1][C:2]([F:18])([C:6]1[CH:11]=[CH:10][C:9]([O:12][CH3:13])=[CH:8][C:7]=1[C:14]([F:17])([F:16])[F:15])[C:3]([OH:5])=O.P(Cl)(Cl)(Cl)=O.Cl.[NH2:25][CH2:26][C:27]1[CH:28]=[C:29]2[C:33](=[CH:34][CH:35]=1)[C:32](=[O:36])[N:31]([CH:37]1[CH2:42][CH2:41][C:40](=[O:43])[NH:39][C:38]1=[O:44])[CH2:30]2.C(=O)(O)[O-].[Na+]. The catalyst is N1C=CC=CC=1. The product is [O:44]=[C:38]1[CH:37]([N:31]2[CH2:30][C:29]3[C:33](=[CH:34][CH:35]=[C:27]([CH2:26][NH:25][C:3](=[O:5])[C:2]([F:1])([F:18])[C:6]4[CH:11]=[CH:10][C:9]([O:12][CH3:13])=[CH:8][C:7]=4[C:14]([F:17])([F:16])[F:15])[CH:28]=3)[C:32]2=[O:36])[CH2:42][CH2:41][C:40](=[O:43])[NH:39]1. The yield is 0.0700.